Dataset: Reaction yield outcomes from USPTO patents with 853,638 reactions. Task: Predict the reaction yield, written as a fraction of the theoretical maximum amount of product (1.0 means a 100% yield; for example, 0.34 means a 34% yield). (1) The reactants are C(OC([N:8]1[C:12]2[CH:13]=[CH:14][CH:15]=[CH:16][C:11]=2[N:10]=[C:9]1[CH2:17][N:18]([CH2:29][C:30]1[CH:35]=[CH:34][C:33]([C:36]#[N:37])=[CH:32][C:31]=1[C:38]([O:40][CH3:41])=[O:39])[CH:19]1[C:28]2[N:27]=[CH:26][CH:25]=[CH:24][C:23]=2[CH2:22][CH2:21][CH2:20]1)=O)(C)(C)C.CO. The catalyst is N.[Ni]. The product is [CH3:41][O:40][C:38](=[O:39])[C:31]1[CH:32]=[C:33]([CH2:36][NH2:37])[CH:34]=[CH:35][C:30]=1[CH2:29][N:18]([CH2:17][C:9]1[NH:8][C:12]2[CH:13]=[CH:14][CH:15]=[CH:16][C:11]=2[N:10]=1)[CH:19]1[C:28]2[N:27]=[CH:26][CH:25]=[CH:24][C:23]=2[CH2:22][CH2:21][CH2:20]1. The yield is 0.710. (2) The reactants are [I:1][C:2]1[CH:3]=[N:4][NH:5][CH:6]=1.CS(O[CH:12]1[CH2:17][CH2:16][S:15](=[O:19])(=[O:18])[CH2:14][CH2:13]1)(=O)=O.C(=O)([O-])[O-].[Cs+].[Cs+].CC(C)([O-])C.[K+]. The catalyst is CN(C=O)C.O. The product is [I:1][C:2]1[CH:3]=[N:4][N:5]([CH:12]2[CH2:17][CH2:16][S:15](=[O:19])(=[O:18])[CH2:14][CH2:13]2)[CH:6]=1. The yield is 0.600. (3) The reactants are C(OC([N:8]1[CH2:13][CH2:12][CH:11]([CH2:14][CH2:15][C:16]([N:18]2[CH2:23][CH2:22][CH2:21][C@@H:20]([C:24]([NH:26][CH2:27][C@H:28]([NH:32][C:33](=[O:36])[CH2:34][NH2:35])[C:29]([OH:31])=[O:30])=[O:25])[CH2:19]2)=[O:17])[CH2:10][CH2:9]1)=O)(C)(C)C.C[Si](C)(C)NC(=O)C.[Cl-].[CH3:46][O:47][C:48](=[O:58])[C:49]1[CH:57]=[CH:56][C:52]([C:53]([OH:55])=O)=[CH:51][CH:50]=1.S([O-])(O)(=O)=O.[K+]. The catalyst is C(#N)C. The product is [NH:8]1[CH2:13][CH2:12][CH:11]([CH2:14][CH2:15][C:16]([N:18]2[CH2:23][CH2:22][CH2:21][C@@H:20]([C:24]([NH:26][CH2:27][C@H:28]([NH:32][C:33](=[O:36])[CH2:34][NH:35][C:53](=[O:55])[C:52]3[CH:51]=[CH:50][C:49]([C:48]([O:47][CH3:46])=[O:58])=[CH:57][CH:56]=3)[C:29]([OH:31])=[O:30])=[O:25])[CH2:19]2)=[O:17])[CH2:10][CH2:9]1. The yield is 0.746. (4) The product is [F:22][C:3]1[CH:4]=[C:5]([C:19]([NH2:21])=[O:20])[C:6]2[NH:7][C:8]3[C:13]([C:14]=2[C:2]=1[C:37]1[CH:38]=[CH:39][CH:40]=[C:35]([N:30]2[C:31](=[O:34])[CH:32]=[C:33]4[C:24]([F:23])=[CH:25][CH:26]=[CH:27][N:28]4[C:29]2=[O:51])[C:36]=1[CH3:50])=[CH:12][CH:11]=[C:10]([C:15]([OH:18])([CH3:17])[CH3:16])[CH:9]=3. The catalyst is O1CCOCC1.O.C1C=CC(P(C2C=CC=CC=2)[C-]2C=CC=C2)=CC=1.C1C=CC(P(C2C=CC=CC=2)[C-]2C=CC=C2)=CC=1.Cl[Pd]Cl.[Fe+2].C(Cl)Cl. The yield is 0.630. The reactants are Br[C:2]1[C:14]2[C:13]3[C:8](=[CH:9][C:10]([C:15]([OH:18])([CH3:17])[CH3:16])=[CH:11][CH:12]=3)[NH:7][C:6]=2[C:5]([C:19]([NH2:21])=[O:20])=[CH:4][C:3]=1[F:22].[F:23][C:24]1[C:33]2[N:28]([C:29](=[O:51])[N:30]([C:35]3[CH:40]=[CH:39][CH:38]=[C:37](B4OC(C)(C)C(C)(C)O4)[C:36]=3[CH3:50])[C:31](=[O:34])[CH:32]=2)[CH:27]=[CH:26][CH:25]=1.C([O-])([O-])=O.[Cs+].[Cs+]. (5) The reactants are [Cl:1][C:2]1[CH:3]=[C:4]([C:8]2[CH:13]=[C:12]([O:14][CH3:15])[CH:11]=[C:10]([F:16])[CH:9]=2)[CH:5]=[CH:6][CH:7]=1.C([Li])CCC.[I:22]I. The catalyst is C1COCC1.S([O-])([O-])(=O)=S.[Na+].[Na+].O. The product is [Cl:1][C:2]1[CH:3]=[C:4]([C:8]2[CH:13]=[C:12]([O:14][CH3:15])[C:11]([I:22])=[C:10]([F:16])[CH:9]=2)[CH:5]=[CH:6][CH:7]=1. The yield is 0.780. (6) The reactants are [CH2:1]([N:8]1[C@@H:13]2[C@H:14]([S:16]([C:19]3[CH:24]=[CH:23][CH:22]=[CH:21][CH:20]=3)(=[O:18])=[O:17])[CH2:15][C@@:9]1([C:30]1[CH:35]=[CH:34][CH:33]=[CH:32][CH:31]=1)[C@@:10]([C:26]#[C:27][CH2:28]O)([OH:25])[CH2:11][CH2:12]2)[C:2]1[CH:7]=[CH:6][CH:5]=[CH:4][CH:3]=1.[CH2:36]([SnH:40]([CH2:45][CH2:46][CH2:47][CH3:48])[CH2:41][CH2:42][CH2:43][CH3:44])[CH2:37][CH2:38][CH3:39].C1(P(C2C=CC=CC=2)C2C=CC=CC=2)C=CC=CC=1.N(C(OCC)=O)=NC(OCC)=O. The catalyst is O1CCCC1.C1C=CC([P]([Pd]([P](C2C=CC=CC=2)(C2C=CC=CC=2)C2C=CC=CC=2)([P](C2C=CC=CC=2)(C2C=CC=CC=2)C2C=CC=CC=2)[P](C2C=CC=CC=2)(C2C=CC=CC=2)C2C=CC=CC=2)(C2C=CC=CC=2)C2C=CC=CC=2)=CC=1. The product is [CH2:1]([N:8]1[C@H:13]2[CH2:12][CH2:11][C@@:10]3([CH:26]=[C:27]([Sn:40]([CH2:41][CH2:42][CH2:43][CH3:44])([CH2:45][CH2:46][CH2:47][CH3:48])[CH2:36][CH2:37][CH2:38][CH3:39])[CH2:28][O:25]3)[C@:9]1([C:30]1[CH:31]=[CH:32][CH:33]=[CH:34][CH:35]=1)[CH2:15][C@H:14]2[S:16]([C:19]1[CH:20]=[CH:21][CH:22]=[CH:23][CH:24]=1)(=[O:17])=[O:18])[C:2]1[CH:7]=[CH:6][CH:5]=[CH:4][CH:3]=1. The yield is 0.0550. (7) The reactants are [CH3:1][O:2][C:3]1[CH:4]=[C:5]2[C:10](=[CH:11][CH:12]=1)[N:9]=[C:8](O)[N:7]=[CH:6]2.P(Cl)(Cl)([Cl:16])=O. The yield is 0.900. The product is [Cl:16][C:8]1[N:7]=[CH:6][C:5]2[C:10](=[CH:11][CH:12]=[C:3]([O:2][CH3:1])[CH:4]=2)[N:9]=1. No catalyst specified. (8) The reactants are [Br:1][C:2]1[C:3]([CH3:22])=[C:4]([C:9]([O:12][CH2:13][CH2:14][O:15]C2CCCCO2)=[CH:10][CH:11]=1)[C:5]([O:7][CH3:8])=[O:6].Cl. The catalyst is CO. The product is [Br:1][C:2]1[C:3]([CH3:22])=[C:4]([C:9]([O:12][CH2:13][CH2:14][OH:15])=[CH:10][CH:11]=1)[C:5]([O:7][CH3:8])=[O:6]. The yield is 1.10. (9) The reactants are [Br:1][C:2]1[CH:3]=[N:4][CH:5]=[C:6]([O:8][CH2:9][CH3:10])[CH:7]=1.C1C=C(Cl)C=C(C(OO)=[O:19])C=1. The catalyst is C(Cl)Cl. The product is [Br:1][C:2]1[CH:3]=[N+:4]([O-:19])[CH:5]=[C:6]([O:8][CH2:9][CH3:10])[CH:7]=1. The yield is 0.629. (10) The reactants are [CH3:1][C:2]1[CH:7]=[C:6]([CH3:8])[N:5]2[N:9]=[C:10]([SH:12])[N:11]=[C:4]2[N:3]=1.Br[CH2:14][CH2:15][O:16][CH:17]1[CH2:22][CH2:21][CH2:20][CH2:19][CH2:18]1. No catalyst specified. The product is [CH:17]1([O:16][CH2:15][CH2:14][S:12][C:10]2[N:11]=[C:4]3[N:3]=[C:2]([CH3:1])[CH:7]=[C:6]([CH3:8])[N:5]3[N:9]=2)[CH2:22][CH2:21][CH2:20][CH2:19][CH2:18]1. The yield is 0.780.